Dataset: NCI-60 drug combinations with 297,098 pairs across 59 cell lines. Task: Regression. Given two drug SMILES strings and cell line genomic features, predict the synergy score measuring deviation from expected non-interaction effect. (1) Drug 1: CC1=C(C(CCC1)(C)C)C=CC(=CC=CC(=CC(=O)O)C)C. Drug 2: C1=NNC2=C1C(=O)NC=N2. Cell line: DU-145. Synergy scores: CSS=-2.36, Synergy_ZIP=2.88, Synergy_Bliss=4.12, Synergy_Loewe=-5.74, Synergy_HSA=-5.04. (2) Drug 1: COC1=CC(=CC(=C1O)OC)C2C3C(COC3=O)C(C4=CC5=C(C=C24)OCO5)OC6C(C(C7C(O6)COC(O7)C8=CC=CS8)O)O. Drug 2: C1=C(C(=O)NC(=O)N1)N(CCCl)CCCl. Cell line: DU-145. Synergy scores: CSS=29.1, Synergy_ZIP=-9.15, Synergy_Bliss=-7.23, Synergy_Loewe=-20.4, Synergy_HSA=-5.74.